From a dataset of Catalyst prediction with 721,799 reactions and 888 catalyst types from USPTO. Predict which catalyst facilitates the given reaction. (1) Reactant: [NH2:1][C:2]1[CH:7]=[CH:6][CH:5]=[CH:4][C:3]=1[CH2:8][C:9]([O:11][CH2:12][CH3:13])=[O:10].[CH:14](OC)(OC)OC.[N-:21]=[N+:22]=[N-:23].[Na+]. Product: [N:1]1([C:2]2[CH:7]=[CH:6][CH:5]=[CH:4][C:3]=2[CH2:8][C:9]([O:11][CH2:12][CH3:13])=[O:10])[CH:14]=[N:23][N:22]=[N:21]1. The catalyst class is: 52. (2) Reactant: C[O:2][C:3]1[CH:4]=[C:5]2[C:10](=[CH:11][CH:12]=1)[C:9](=[O:13])[NH:8][CH2:7][CH2:6]2.C([O-])(O)=O.[Na+]. Product: [OH:2][C:3]1[CH:4]=[C:5]2[C:10](=[CH:11][CH:12]=1)[C:9](=[O:13])[NH:8][CH2:7][CH2:6]2. The catalyst class is: 201. (3) Reactant: [Cl:1][C:2]1[CH:3]=[C:4]([CH:8]=[C:9]([C:13]#[N:14])[C:10]=1[O:11][CH3:12])[C:5](O)=[O:6].C1(C)C=CC=CC=1.S(Cl)([Cl:24])=O. Product: [Cl:1][C:2]1[CH:3]=[C:4]([CH:8]=[C:9]([C:13]#[N:14])[C:10]=1[O:11][CH3:12])[C:5]([Cl:24])=[O:6]. The catalyst class is: 9. (4) Reactant: Cl[C:2]1[N:3]=[N:4][C:5]([CH3:8])=[CH:6][CH:7]=1.[Cl:9][C:10]1[C:15](B(O)O)=[CH:14][CH:13]=[CH:12][N:11]=1.C([O-])([O-])=O.[Na+].[Na+]. Product: [Cl:9][C:10]1[C:15]([C:2]2[N:3]=[N:4][C:5]([CH3:8])=[CH:6][CH:7]=2)=[CH:14][CH:13]=[CH:12][N:11]=1. The catalyst class is: 667.